This data is from Reaction yield outcomes from USPTO patents with 853,638 reactions. The task is: Predict the reaction yield, written as a fraction of the theoretical maximum amount of product (1.0 means a 100% yield; for example, 0.34 means a 34% yield). (1) The reactants are Cl.[CH3:2][O:3][C:4](=[O:16])[CH:5]([NH2:15])[CH2:6][C:7]1[C:12]([Cl:13])=[CH:11][CH:10]=[CH:9][C:8]=1[Cl:14].C(N(CC)C(C)C)(C)C.C1(C[C@H](N2[CH2:51][C:50]([O:52][C:53]3[C:58]([F:59])=[CH:57][CH:56]=[CH:55][C:54]=3[F:60])=[CH:49][C:48]2=[O:61])C(NC2C=CN(CC(O)(C)C)N=2)=O)CCCCC1. The catalyst is C(#N)C. The product is [CH3:2][O:3][C:4](=[O:16])[CH:5]([N:15]1[CH2:51][C:50]([O:52][C:53]2[C:58]([F:59])=[CH:57][CH:56]=[CH:55][C:54]=2[F:60])=[CH:49][C:48]1=[O:61])[CH2:6][C:7]1[C:8]([Cl:14])=[CH:9][CH:10]=[CH:11][C:12]=1[Cl:13]. The yield is 0.120. (2) The reactants are [C:1]1([CH3:22])[CH:6]=[C:5]([CH3:7])[CH:4]=[C:3]([CH3:8])[C:2]=1[N:9]=[CH:10][CH:11]=[N:12][C:13]1[C:18]([CH3:19])=[CH:17][C:16]([CH3:20])=[CH:15][C:14]=1[CH3:21].[CH2:23]([Li])[CH2:24][CH2:25][CH3:26].[CH3:28][CH2:29][CH2:30][CH2:31]CC.C(OCC)C. The catalyst is C1COCC1.O. The product is [C:1]1([CH3:22])[CH:6]=[C:5]([CH3:7])[CH:4]=[C:3]([CH3:8])[C:2]=1[NH:9][CH:10]([CH:11]([NH:12][C:13]1[C:14]([CH3:21])=[CH:15][C:16]([CH3:20])=[CH:17][C:18]=1[CH3:19])[CH2:28][CH2:29][CH2:30][CH3:31])[CH2:23][CH2:24][CH2:25][CH3:26]. The yield is 0.650.